This data is from NCI-60 drug combinations with 297,098 pairs across 59 cell lines. The task is: Regression. Given two drug SMILES strings and cell line genomic features, predict the synergy score measuring deviation from expected non-interaction effect. (1) Drug 1: C1CC(=O)NC(=O)C1N2CC3=C(C2=O)C=CC=C3N. Drug 2: CCCCC(=O)OCC(=O)C1(CC(C2=C(C1)C(=C3C(=C2O)C(=O)C4=C(C3=O)C=CC=C4OC)O)OC5CC(C(C(O5)C)O)NC(=O)C(F)(F)F)O. Cell line: MALME-3M. Synergy scores: CSS=-2.97, Synergy_ZIP=0.227, Synergy_Bliss=-1.58, Synergy_Loewe=-1.10, Synergy_HSA=-2.23. (2) Drug 1: C1CCC(CC1)NC(=O)N(CCCl)N=O. Drug 2: C1=CC(=CC=C1CCCC(=O)O)N(CCCl)CCCl. Cell line: NCIH23. Synergy scores: CSS=40.5, Synergy_ZIP=-11.9, Synergy_Bliss=-9.36, Synergy_Loewe=-12.0, Synergy_HSA=-6.16. (3) Drug 1: CC1=C(C=C(C=C1)NC(=O)C2=CC=C(C=C2)CN3CCN(CC3)C)NC4=NC=CC(=N4)C5=CN=CC=C5. Drug 2: CCC1(C2=C(COC1=O)C(=O)N3CC4=CC5=C(C=CC(=C5CN(C)C)O)N=C4C3=C2)O.Cl. Cell line: OVCAR-4. Synergy scores: CSS=9.34, Synergy_ZIP=-4.22, Synergy_Bliss=-5.19, Synergy_Loewe=-1.97, Synergy_HSA=-2.74. (4) Drug 1: CS(=O)(=O)C1=CC(=C(C=C1)C(=O)NC2=CC(=C(C=C2)Cl)C3=CC=CC=N3)Cl. Drug 2: CCN(CC)CCNC(=O)C1=C(NC(=C1C)C=C2C3=C(C=CC(=C3)F)NC2=O)C. Cell line: SN12C. Synergy scores: CSS=3.79, Synergy_ZIP=-1.35, Synergy_Bliss=-0.292, Synergy_Loewe=-1.86, Synergy_HSA=-0.311. (5) Drug 1: CNC(=O)C1=CC=CC=C1SC2=CC3=C(C=C2)C(=NN3)C=CC4=CC=CC=N4. Drug 2: CS(=O)(=O)C1=CC(=C(C=C1)C(=O)NC2=CC(=C(C=C2)Cl)C3=CC=CC=N3)Cl. Cell line: KM12. Synergy scores: CSS=32.4, Synergy_ZIP=-1.94, Synergy_Bliss=6.38, Synergy_Loewe=7.37, Synergy_HSA=9.13.